The task is: Predict which catalyst facilitates the given reaction.. This data is from Catalyst prediction with 721,799 reactions and 888 catalyst types from USPTO. (1) Reactant: [NH2:1][NH2:2].[Br:3][C:4]1[CH:13]=[CH:12][C:7]([C:8](=S)[NH:9][CH3:10])=[C:6](F)[CH:5]=1. Product: [Br:3][C:4]1[CH:5]=[C:6]2[C:7]([C:8]([NH:9][CH3:10])=[N:1][NH:2]2)=[CH:12][CH:13]=1. The catalyst class is: 829. (2) Reactant: Br[C:2]1[S:6][C:5]([C:7]([O:9]CC)=[O:8])=[N:4][C:3]=1[C:12]1[CH:17]=[CH:16][C:15]([F:18])=[C:14]([Cl:19])[CH:13]=1.[Cl:20][C:21]1[CH:22]=[C:23](B(O)O)[CH:24]=[C:25]([F:27])[CH:26]=1.C(=O)(O)[O-].[Na+]. Product: [Cl:19][C:14]1[CH:13]=[C:12]([C:3]2[N:4]=[C:5]([C:7]([OH:9])=[O:8])[S:6][C:2]=2[C:23]2[CH:24]=[C:25]([F:27])[CH:26]=[C:21]([Cl:20])[CH:22]=2)[CH:17]=[CH:16][C:15]=1[F:18]. The catalyst class is: 104.